Dataset: Forward reaction prediction with 1.9M reactions from USPTO patents (1976-2016). Task: Predict the product of the given reaction. Given the reactants CCN(C(C)C)C(C)C.Cl.Cl.Cl.Cl.[NH2:14][CH2:15][CH2:16][O:17][CH2:18][CH2:19][O:20][CH2:21][CH2:22][O:23][CH2:24][CH2:25][N:26]([CH3:72])[CH2:27][CH2:28][N:29]([CH3:71])[C:30](=[O:70])[C:31]1[CH:69]=[CH:68][CH:67]=[C:33]([C:34]([NH:36][C:37]2[CH:42]=[CH:41][C:40]([N:43]([CH2:46][CH3:47])[CH2:44][CH3:45])=[CH:39][C:38]=2[C:48]2[CH:53]=[C:52]([C:54](=[O:66])[NH:55][C@@H:56]3[C:65]4[C:60](=[CH:61][CH:62]=[CH:63][CH:64]=4)[CH2:59][CH2:58][CH2:57]3)[CH:51]=[CH:50][N:49]=2)=[O:35])[CH:32]=1.[C:73]([O:76][C:77]1[CH:85]=[CH:84][C:80]([C:81](O)=[O:82])=[CH:79][CH:78]=1)(=[O:75])[CH3:74].CN(C(ON1N=NC2C=CC=NC1=2)=[N+](C)C)C.F[P-](F)(F)(F)(F)F, predict the reaction product. The product is: [C:73]([O:76][C:77]1[CH:85]=[CH:84][C:80]([C:81](=[O:82])[NH:14][CH2:15][CH2:16][O:17][CH2:18][CH2:19][O:20][CH2:21][CH2:22][O:23][CH2:24][CH2:25][N:26]([CH3:72])[CH2:27][CH2:28][N:29]([CH3:71])[C:30]([C:31]2[CH:69]=[CH:68][CH:67]=[C:33]([C:34](=[O:35])[NH:36][C:37]3[CH:42]=[CH:41][C:40]([N:43]([CH2:44][CH3:45])[CH2:46][CH3:47])=[CH:39][C:38]=3[C:48]3[CH:53]=[C:52]([C:54](=[O:66])[NH:55][C@@H:56]4[C:65]5[C:60](=[CH:61][CH:62]=[CH:63][CH:64]=5)[CH2:59][CH2:58][CH2:57]4)[CH:51]=[CH:50][N:49]=3)[CH:32]=2)=[O:70])=[CH:79][CH:78]=1)(=[O:75])[CH3:74].